This data is from Peptide-MHC class II binding affinity with 134,281 pairs from IEDB. The task is: Regression. Given a peptide amino acid sequence and an MHC pseudo amino acid sequence, predict their binding affinity value. This is MHC class II binding data. (1) The peptide sequence is AFKVAATAANAMPAN. The MHC is DRB1_0901 with pseudo-sequence DRB1_0901. The binding affinity (normalized) is 0.678. (2) The peptide sequence is RLNDTWKLERAVLGEVK. The MHC is DRB1_0301 with pseudo-sequence DRB1_0301. The binding affinity (normalized) is 0.0708. (3) The peptide sequence is DEINTIFSDYIPYVF. The MHC is HLA-DPA10201-DPB10501 with pseudo-sequence HLA-DPA10201-DPB10501. The binding affinity (normalized) is 0.183.